This data is from Catalyst prediction with 721,799 reactions and 888 catalyst types from USPTO. The task is: Predict which catalyst facilitates the given reaction. Reactant: C(N(CC)CC)C.[NH2:8][C:9]1[N:17]=[C:16]([CH3:18])[CH:15]=[CH:14][C:10]=1[C:11]([OH:13])=O.[F:19][C:20]([F:37])([F:36])[C:21]1[CH:22]=[C:23]([O:27][C:28]2[CH:35]=[CH:34][C:31]([CH2:32][NH2:33])=[CH:30][CH:29]=2)[CH:24]=[CH:25][CH:26]=1.CN([P+](ON1N=NC2C=CC=CC1=2)(N(C)C)N(C)C)C.F[P-](F)(F)(F)(F)F. Product: [F:19][C:20]([F:36])([F:37])[C:21]1[CH:22]=[C:23]([O:27][C:28]2[CH:35]=[CH:34][C:31]([CH2:32][NH:33][C:11](=[O:13])[C:10]3[CH:14]=[CH:15][C:16]([CH3:18])=[N:17][C:9]=3[NH2:8])=[CH:30][CH:29]=2)[CH:24]=[CH:25][CH:26]=1. The catalyst class is: 136.